Dataset: Full USPTO retrosynthesis dataset with 1.9M reactions from patents (1976-2016). Task: Predict the reactants needed to synthesize the given product. (1) Given the product [CH3:14][O:15][C:16]1[CH:17]=[C:18]([CH:23]=[CH:24][CH:25]=1)[CH2:19][NH:20][C:21]([NH:13][CH2:1][CH2:2][CH2:3][CH2:4][CH2:5][CH2:6][CH2:7][CH2:8][CH2:9][CH2:10][CH2:11][CH3:12])=[S:22], predict the reactants needed to synthesize it. The reactants are: [CH2:1]([NH2:13])[CH2:2][CH2:3][CH2:4][CH2:5][CH2:6][CH2:7][CH2:8][CH2:9][CH2:10][CH2:11][CH3:12].[CH3:14][O:15][C:16]1[CH:17]=[C:18]([CH:23]=[CH:24][CH:25]=1)[CH2:19][N:20]=[C:21]=[S:22]. (2) Given the product [CH2:43]([C:35]1([C:38]([O:40][CH2:41][CH3:42])=[O:39])[CH2:34][CH2:33][N:32]([C:30]([C@:14]23[CH2:26][CH2:25][C@@H:24]([C:27]([CH3:29])=[CH2:28])[C@@H:15]2[C@@H:16]2[C@@:11]([CH3:45])([CH2:12][CH2:13]3)[C@@:10]3([CH3:46])[C@@H:19]([C@:20]4([CH3:23])[C@@H:7]([CH2:8][CH2:9]3)[C:6]([CH3:48])([CH3:47])[C@@H:5]([OH:4])[CH2:22][CH2:21]4)[CH2:18][CH2:17]2)=[O:31])[CH2:37][CH2:36]1)[CH3:44], predict the reactants needed to synthesize it. The reactants are: C([O:4][C@H:5]1[CH2:22][CH2:21][C@@:20]2([CH3:23])[C@@H:7]([CH2:8][CH2:9][C@:10]3([CH3:46])[C@@H:19]2[CH2:18][CH2:17][C@H:16]2[C@@:11]3([CH3:45])[CH2:12][CH2:13][C@@:14]3([C:30]([N:32]4[CH2:37][CH2:36][C:35]([CH2:43][CH3:44])([C:38]([O:40][CH2:41][CH3:42])=[O:39])[CH2:34][CH2:33]4)=[O:31])[CH2:26][CH2:25][C@@H:24]([C:27]([CH3:29])=[CH2:28])[C@@H:15]32)[C:6]1([CH3:48])[CH3:47])(=O)C.C1COCC1.[OH-].[Na+]. (3) Given the product [Br:23][C:6]1[N:7]=[C:2]([Cl:1])[C:3]([NH:8][NH:9][C:10](=[O:15])[C:11]([F:12])([F:13])[F:14])=[N:4][CH:5]=1, predict the reactants needed to synthesize it. The reactants are: [Cl:1][C:2]1[C:3]([NH:8][NH:9][C:10](=[O:15])[C:11]([F:14])([F:13])[F:12])=[N:4][CH:5]=[CH:6][N:7]=1.C1C(=O)N([Br:23])C(=O)C1. (4) Given the product [O:26]=[C:19]([C:16]1[CH:15]=[CH:14][C:13]([NH:12][C:9](=[O:10])[CH2:8][CH2:7][C:1]2[CH:6]=[CH:5][CH:4]=[CH:3][CH:2]=2)=[CH:18][CH:17]=1)[CH2:20][CH2:21][C:22]([OH:24])=[O:23], predict the reactants needed to synthesize it. The reactants are: [C:1]1([CH2:7][CH2:8][C:9](Cl)=[O:10])[CH:6]=[CH:5][CH:4]=[CH:3][CH:2]=1.[NH2:12][C:13]1[CH:18]=[CH:17][C:16]([C:19](=[O:26])[CH2:20][CH2:21][C:22]([O:24]C)=[O:23])=[CH:15][CH:14]=1. (5) The reactants are: [NH:1]([C:3]([O:5][C:6]([CH3:9])([CH3:8])[CH3:7])=[O:4])[NH2:2].[F:10][C:11]([F:17])([F:16])[CH2:12][N:13]=[C:14]=[O:15].C1COCC1. Given the product [F:10][C:11]([F:17])([F:16])[CH2:12][NH:13][C:14]([NH:2][NH:1][C:3]([O:5][C:6]([CH3:9])([CH3:8])[CH3:7])=[O:4])=[O:15], predict the reactants needed to synthesize it. (6) The reactants are: [CH2:1]([O:3][C:4]1[CH:5]=[C:6]([CH:12]([N:17]2[C:21](=[O:22])[C:20]3=[CH:23][C:24]([CH3:27])=[CH:25][CH:26]=[C:19]3[C:18]2=[O:28])[CH2:13][C:14](O)=[O:15])[CH:7]=[CH:8][C:9]=1[O:10][CH3:11])[CH3:2].Cl.[NH2:30][OH:31]. Given the product [CH2:1]([O:3][C:4]1[CH:5]=[C:6]([CH:12]([N:17]2[C:21](=[O:22])[C:20]3=[CH:23][C:24]([CH3:27])=[CH:25][CH:26]=[C:19]3[C:18]2=[O:28])[CH2:13][C:14]([NH:30][OH:31])=[O:15])[CH:7]=[CH:8][C:9]=1[O:10][CH3:11])[CH3:2], predict the reactants needed to synthesize it. (7) The reactants are: [C:1]1([C:7]2[CH:16]=[CH:15][C:14]3[C:9](=[CH:10][CH:11]=[CH:12][C:13]=3[N:17]3[CH2:22][CH2:21][N:20](C(OC(C)(C)C)=O)[CH2:19][CH2:18]3)[N:8]=2)[CH:6]=[CH:5][CH:4]=[CH:3][CH:2]=1.FC(F)(F)C(O)=O. Given the product [C:1]1([C:7]2[CH:16]=[CH:15][C:14]3[C:9](=[CH:10][CH:11]=[CH:12][C:13]=3[N:17]3[CH2:22][CH2:21][NH:20][CH2:19][CH2:18]3)[N:8]=2)[CH:2]=[CH:3][CH:4]=[CH:5][CH:6]=1, predict the reactants needed to synthesize it.